From a dataset of NCI-60 drug combinations with 297,098 pairs across 59 cell lines. Regression. Given two drug SMILES strings and cell line genomic features, predict the synergy score measuring deviation from expected non-interaction effect. Drug 1: CC1C(C(CC(O1)OC2CC(CC3=C2C(=C4C(=C3O)C(=O)C5=C(C4=O)C(=CC=C5)OC)O)(C(=O)CO)O)N)O.Cl. Drug 2: CC(CN1CC(=O)NC(=O)C1)N2CC(=O)NC(=O)C2. Cell line: CCRF-CEM. Synergy scores: CSS=12.7, Synergy_ZIP=9.67, Synergy_Bliss=12.3, Synergy_Loewe=13.5, Synergy_HSA=13.5.